This data is from Full USPTO retrosynthesis dataset with 1.9M reactions from patents (1976-2016). The task is: Predict the reactants needed to synthesize the given product. (1) Given the product [NH2:28][C:14]1[C:13]([CH3:12])=[N:17][C:16]2([C:26]3[C:21](=[CH:22][CH:23]=[C:24]([NH:27][C:9](=[O:11])[C:3]4[C:2]([Cl:1])=[CH:7][C:6]([Cl:8])=[CH:5][N:4]=4)[CH:25]=3)[O:20][CH2:19][CH2:18]2)[N:15]=1, predict the reactants needed to synthesize it. The reactants are: [Cl:1][C:2]1[C:3]([C:9]([OH:11])=O)=[N:4][CH:5]=[C:6]([Cl:8])[CH:7]=1.[CH3:12][C:13]1[C:14]([NH2:28])=[N:15][C:16]2([C:26]3[C:21](=[CH:22][CH:23]=[C:24]([NH2:27])[CH:25]=3)[O:20][CH2:19][CH2:18]2)[N:17]=1. (2) Given the product [CH:23]1([CH2:26][N:8]2[CH2:9][CH2:10][C:4]3=[CH:3][N:2]([C:11]4[CH:12]=[CH:13][C:14]([N:17]5[CH2:21][CH2:20][CH2:19][C:18]5=[O:22])=[CH:15][CH:16]=4)[N:1]=[C:5]3[CH2:6][CH2:7]2)[CH2:25][CH2:24]1, predict the reactants needed to synthesize it. The reactants are: [N:1]1[N:2]([C:11]2[CH:16]=[CH:15][C:14]([N:17]3[CH2:21][CH2:20][CH2:19][C:18]3=[O:22])=[CH:13][CH:12]=2)[CH:3]=[C:4]2[CH2:10][CH2:9][NH:8][CH2:7][CH2:6][C:5]=12.[CH:23]1([CH2:26]C=O)[CH2:25][CH2:24]1.C(O[BH-](OC(=O)C)OC(=O)C)(=O)C.[Na+]. (3) Given the product [CH3:11][N:12]1[C:8]([CH3:10])=[C:2]([CH3:1])[C:3]([OH:4])=[N:13]1, predict the reactants needed to synthesize it. The reactants are: [CH3:1][CH:2]([C:8]([CH3:10])=O)[C:3](OCC)=[O:4].[CH3:11][NH:12][NH2:13].CN1C(O)=C(C)C(C)=N1. (4) Given the product [Br:1][C:2]1[CH:3]=[CH:4][C:5]([O:25][C:32]([N:26]2[CH2:31][CH2:30][O:29][CH2:28][CH2:27]2)=[O:33])=[C:6]([CH:24]=1)[C:7]([NH:9][C:10]1[CH:15]=[C:14]([C:16]([CH3:17])([CH3:18])[CH3:19])[CH:13]=[C:12]([C:20]([CH3:23])([CH3:22])[CH3:21])[CH:11]=1)=[O:8], predict the reactants needed to synthesize it. The reactants are: [Br:1][C:2]1[CH:3]=[CH:4][C:5]([OH:25])=[C:6]([CH:24]=1)[C:7]([NH:9][C:10]1[CH:15]=[C:14]([C:16]([CH3:19])([CH3:18])[CH3:17])[CH:13]=[C:12]([C:20]([CH3:23])([CH3:22])[CH3:21])[CH:11]=1)=[O:8].[N:26]1([C:32](Cl)=[O:33])[CH2:31][CH2:30][O:29][CH2:28][CH2:27]1. (5) Given the product [I:41][C:42]1[CH:47]=[CH:46][C:45]([O:40][CH:34]2[CH:35]3[CH2:38][CH2:39][N:32]([CH2:37][CH2:36]3)[CH2:33]2)=[CH:44][CH:43]=1, predict the reactants needed to synthesize it. The reactants are: C1(P(C2C=CC=CC=2)C2C=CC=CC=2)C=CC=CC=1.CCOC(/N=N/C(OCC)=O)=O.[N:32]12[CH2:39][CH2:38][CH:35]([CH2:36][CH2:37]1)[CH:34]([OH:40])[CH2:33]2.[I:41][C:42]1[CH:47]=[CH:46][C:45](O)=[CH:44][CH:43]=1.[OH-].[Na+].